The task is: Predict the reaction yield, written as a fraction of the theoretical maximum amount of product (1.0 means a 100% yield; for example, 0.34 means a 34% yield).. This data is from Reaction yield outcomes from USPTO patents with 853,638 reactions. The catalyst is [Cu]Br.C[O-].[Na+].CO. The reactants are Br[C:2]1[C:10]2[O:9][CH2:8][CH:7]([C:11]3[CH:16]=[CH:15][C:14]([CH:17]([CH3:19])[CH3:18])=[CH:13][CH:12]=3)[C:6]=2[C:5]([CH3:20])=[C:4]([NH:21][C:22](=[O:28])[CH2:23][C:24]([CH3:27])([CH3:26])[CH3:25])[C:3]=1[CH3:29].[C:30](OCC)(=[O:32])C.Cl. The product is [CH:17]([C:14]1[CH:13]=[CH:12][C:11]([CH:7]2[C:6]3[C:5]([CH3:20])=[C:4]([NH:21][C:22](=[O:28])[CH2:23][C:24]([CH3:26])([CH3:25])[CH3:27])[C:3]([CH3:29])=[C:2]([O:32][CH3:30])[C:10]=3[O:9][CH2:8]2)=[CH:16][CH:15]=1)([CH3:18])[CH3:19]. The yield is 0.580.